This data is from Full USPTO retrosynthesis dataset with 1.9M reactions from patents (1976-2016). The task is: Predict the reactants needed to synthesize the given product. (1) Given the product [C:1]([O:5][C:6]([NH:8][C@@H:9]([CH2:20][C@@H:21]([OH:26])[CH2:22][N+:23]([O-:25])=[O:24])[C:10]([O:12][CH2:13][C:14]1[CH:19]=[CH:18][CH:17]=[CH:16][CH:15]=1)=[O:11])=[O:7])([CH3:4])([CH3:2])[CH3:3], predict the reactants needed to synthesize it. The reactants are: [C:1]([O:5][C:6]([NH:8][C@@H:9]([CH2:20][C:21](=[O:26])[CH2:22][N+:23]([O-:25])=[O:24])[C:10]([O:12][CH2:13][C:14]1[CH:19]=[CH:18][CH:17]=[CH:16][CH:15]=1)=[O:11])=[O:7])([CH3:4])([CH3:3])[CH3:2].[Cl-].[NH4+]. (2) Given the product [CH2:1]([N:3]1[CH:7]=[C:6]([C:8]2[CH:13]=[CH:12][CH:11]=[CH:10][CH:9]=2)[N:5]=[C:4]1[CH:14]1[CH2:16][CH:15]1[C:17]1[N:42]=[C:35]2[C:36]([CH3:41])=[N:37][CH:38]=[C:39]([CH3:40])[N:34]2[N:33]=1)[CH3:2], predict the reactants needed to synthesize it. The reactants are: [CH2:1]([N:3]1[CH:7]=[C:6]([C:8]2[CH:13]=[CH:12][CH:11]=[CH:10][CH:9]=2)[N:5]=[C:4]1[CH:14]1[CH2:16][CH:15]1[C:17](O)=O)[CH3:2].CC1C=C(C)C=C(C)C=1S([O-])(=O)=O.[NH2:33][N:34]1[C:39]([CH3:40])=[CH:38][N:37]=[C:36]([CH3:41])[C:35]1=[NH2+:42].F[B-](F)(F)F.N1(OC(N(C)C)=[N+](C)C)C2C=CC=CC=2N=N1.C(N(CC)CC)C. (3) Given the product [Br:27][C:18]1[CH:19]=[CH:20][CH:21]=[C:9]([O:8][Si:1]([C:4]([CH3:5])([CH3:6])[CH3:7])([CH3:3])[CH3:2])[C:10]=1[C:11]([N:13]([CH2:14][CH3:15])[CH2:16][CH3:17])=[O:12], predict the reactants needed to synthesize it. The reactants are: [Si:1]([O:8][C:9]1[CH:21]=[CH:20][CH:19]=[CH:18][C:10]=1[C:11]([N:13]([CH2:16][CH3:17])[CH2:14][CH3:15])=[O:12])([C:4]([CH3:7])([CH3:6])[CH3:5])([CH3:3])[CH3:2].[Li]C(C)(C)C.[Br:27]Br. (4) Given the product [C:10]([O:14][C:15]([N:17]1[CH2:23][CH2:22][CH2:21][CH:18]1[CH2:19][O:8][C:5]1[CH:6]=[CH:7][C:2]([I:1])=[CH:3][C:4]=1[CH3:9])=[O:16])([CH3:13])([CH3:11])[CH3:12], predict the reactants needed to synthesize it. The reactants are: [I:1][C:2]1[CH:7]=[CH:6][C:5]([OH:8])=[C:4]([CH3:9])[CH:3]=1.[C:10]([O:14][C:15]([N:17]1[CH2:23][CH2:22][CH2:21][C@H:18]1[CH2:19]O)=[O:16])([CH3:13])([CH3:12])[CH3:11].CC(OC(/N=N/C(OC(C)C)=O)=O)C. (5) Given the product [ClH:9].[ClH:10].[CH3:16][N:17]([CH2:18][CH2:19][N:20]([CH2:21][CH2:22][CH2:23][O:24][C:25]1[CH:26]=[C:27]2[C:32](=[CH:33][CH:34]=1)[C:31](=[O:35])[NH:30][CH2:29][CH2:28]2)[CH2:36][C:37]1[CH:38]=[CH:39][N:40]=[CH:41][CH:42]=1)[C:1](=[O:8])[C:2]1[CH:7]=[CH:6][CH:5]=[CH:4][CH:3]=1, predict the reactants needed to synthesize it. The reactants are: [C:1]([Cl:9])(=[O:8])[C:2]1[CH:7]=[CH:6][CH:5]=[CH:4][CH:3]=1.[Cl:10]CCl.Cl.Cl.Cl.[CH3:16][NH:17][CH2:18][CH2:19][N:20]([CH2:36][C:37]1[CH:42]=[CH:41][N:40]=[CH:39][CH:38]=1)[CH2:21][CH2:22][CH2:23][O:24][C:25]1[CH:26]=[C:27]2[C:32](=[CH:33][CH:34]=1)[C:31](=[O:35])[NH:30][CH2:29][CH2:28]2.C(OC(=O)C)C.Cl.